This data is from Forward reaction prediction with 1.9M reactions from USPTO patents (1976-2016). The task is: Predict the product of the given reaction. (1) The product is: [CH2:11]([O:18][C:19]([N:21]1[CH2:27][CH2:26][C:25](=[O:28])[N:24]([CH:29]([C:33]([O:35][CH3:36])=[O:34])[CH2:30][CH:31]=[O:32])[CH2:23][CH2:22]1)=[O:20])[C:12]1[CH:13]=[CH:14][CH:15]=[CH:16][CH:17]=1. Given the reactants C(Cl)(=O)C(Cl)=O.CS(C)=O.[CH2:11]([O:18][C:19]([N:21]1[CH2:27][CH2:26][C:25](=[O:28])[N:24]([CH:29]([C:33]([O:35][CH3:36])=[O:34])[CH2:30][CH2:31][OH:32])[CH2:23][CH2:22]1)=[O:20])[C:12]1[CH:17]=[CH:16][CH:15]=[CH:14][CH:13]=1.C(N(CC)CC)C.P([O-])(O)(O)=O.[K+], predict the reaction product. (2) Given the reactants C([N:8](CC1C=CC=CC=1)[C:9]1[CH:14]=[CH:13][C:12]([C:15]([F:18])([F:17])[F:16])=[C:11]([O:19][CH3:20])[N:10]=1)C1C=CC=CC=1, predict the reaction product. The product is: [CH3:20][O:19][C:11]1[N:10]=[C:9]([NH2:8])[CH:14]=[CH:13][C:12]=1[C:15]([F:18])([F:16])[F:17]. (3) Given the reactants [NH2:1][C:2]1[S:3][C:4]([C:8]2[CH:9]=[C:10]([NH:15][S:16]([C:19]3[CH:24]=[CH:23][CH:22]=[CH:21][CH:20]=3)(=[O:18])=[O:17])[C:11]([Cl:14])=[N:12][CH:13]=2)=[C:5]([CH3:7])[N:6]=1.[CH3:25][O:26][CH2:27][C:28](Cl)=[O:29], predict the reaction product. The product is: [C:19]1([S:16]([NH:15][C:10]2[CH:9]=[C:8]([C:4]3[S:3][C:2]([NH:1][C:28](=[O:29])[CH2:27][O:26][CH3:25])=[N:6][C:5]=3[CH3:7])[CH:13]=[N:12][C:11]=2[Cl:14])(=[O:18])=[O:17])[CH:20]=[CH:21][CH:22]=[CH:23][CH:24]=1. (4) Given the reactants [CH3:1][O:2][C:3]1[CH:8]=[CH:7][C:6]([C:9]([F:12])([F:11])[F:10])=[CH:5][C:4]=1[C:13]1[C:14]2[N:15]([N:19]=[C:20]([NH:22][C:23]3[CH:33]=[CH:32][C:26]4[CH2:27][CH2:28][NH:29][CH2:30][CH2:31][C:25]=4[CH:24]=3)[N:21]=2)[CH:16]=[CH:17][CH:18]=1.Cl[CH2:35][CH2:36][S:37]([CH3:40])(=[O:39])=[O:38], predict the reaction product. The product is: [CH3:40][S:37]([CH2:36][CH2:35][N:29]1[CH2:28][CH2:27][C:26]2[CH:32]=[CH:33][C:23]([NH:22][C:20]3[N:21]=[C:14]4[C:13]([C:4]5[CH:5]=[C:6]([C:9]([F:11])([F:10])[F:12])[CH:7]=[CH:8][C:3]=5[O:2][CH3:1])=[CH:18][CH:17]=[CH:16][N:15]4[N:19]=3)=[CH:24][C:25]=2[CH2:31][CH2:30]1)(=[O:39])=[O:38]. (5) The product is: [CH3:10][CH2:11][C:3](=[O:2])[CH2:7][CH2:6][CH2:5][CH2:20][CH3:21]. Given the reactants C[O:2][CH:3]1[CH2:7][CH2:6][CH:5](OC)O1.[CH2:10](C(O)=O)[C:11](CC(O)=O)=O.[CH2:20](N)[C:21]1C=CC=CC=1.C([O-])(=O)C.[Na+].[OH-].[Na+], predict the reaction product. (6) The product is: [C:1]([N:9]([C:18](=[O:25])[C:19]1[CH:24]=[CH:23][CH:22]=[CH:21][CH:20]=1)[NH2:10])(=[O:8])[C:2]1[CH:7]=[CH:6][CH:5]=[CH:4][CH:3]=1. Given the reactants [C:1]([NH:9][NH2:10])(=[O:8])[C:2]1[CH:7]=[CH:6][CH:5]=[CH:4][CH:3]=1.CN1CCCC1=O.[C:18](Cl)(=[O:25])[C:19]1[CH:24]=[CH:23][CH:22]=[CH:21][CH:20]=1, predict the reaction product. (7) Given the reactants C(N(C(C)C)CC)(C)C.CCCP1(OP(CCC)(=O)OP(CCC)(=O)O1)=O.[Cl:28][C:29]1[CH:34]=[CH:33][C:32]([C:35]2[N:36]=[C:37]3[CH:42]=[CH:41][C:40]([C:43]([O-:45])=O)=[CH:39][N:38]3[C:46]=2[CH2:47][OH:48])=[CH:31][CH:30]=1.[Na+].[CH3:50][O:51][C:52]1[CH:53]=[C:54]([CH2:60][NH2:61])[CH:55]=[CH:56][C:57]=1[O:58][CH3:59], predict the reaction product. The product is: [Cl:28][C:29]1[CH:34]=[CH:33][C:32]([C:35]2[N:36]=[C:37]3[CH:42]=[CH:41][C:40]([C:43]([NH:61][CH2:60][C:54]4[CH:55]=[CH:56][C:57]([O:58][CH3:59])=[C:52]([O:51][CH3:50])[CH:53]=4)=[O:45])=[CH:39][N:38]3[C:46]=2[CH2:47][OH:48])=[CH:31][CH:30]=1.